Dataset: Peptide-MHC class II binding affinity with 134,281 pairs from IEDB. Task: Regression. Given a peptide amino acid sequence and an MHC pseudo amino acid sequence, predict their binding affinity value. This is MHC class II binding data. (1) The peptide sequence is LWTQSLRRELSGYCS. The MHC is DRB1_1101 with pseudo-sequence DRB1_1101. The binding affinity (normalized) is 0.709. (2) The binding affinity (normalized) is 0.218. The MHC is HLA-DPA10103-DPB10301 with pseudo-sequence HLA-DPA10103-DPB10301. The peptide sequence is VHRGAVPRRGPRGGP.